From a dataset of Full USPTO retrosynthesis dataset with 1.9M reactions from patents (1976-2016). Predict the reactants needed to synthesize the given product. Given the product [CH2:16]([N:13]1[CH2:12][CH2:11][N:10]([C:8]([C:5]2[CH:6]=[CH:7][C:2]([NH:1][C:37]([NH:50][CH2:49][C:48]([C:47]#[N:46])([CH3:52])[CH3:51])=[O:43])=[C:3]([F:23])[CH:4]=2)=[O:9])[CH2:15][CH2:14]1)[C:17]1[CH:18]=[CH:19][CH:20]=[CH:21][CH:22]=1, predict the reactants needed to synthesize it. The reactants are: [NH2:1][C:2]1[CH:7]=[CH:6][C:5]([C:8]([N:10]2[CH2:15][CH2:14][N:13]([CH2:16][C:17]3[CH:22]=[CH:21][CH:20]=[CH:19][CH:18]=3)[CH2:12][CH2:11]2)=[O:9])=[CH:4][C:3]=1[F:23].CCN(C(C)C)C(C)C.ClC(Cl)(O[C:37](=[O:43])OC(Cl)(Cl)Cl)Cl.Cl.[NH2:46][CH2:47][C:48]([CH3:52])([CH3:51])[C:49]#[N:50].